This data is from Reaction yield outcomes from USPTO patents with 853,638 reactions. The task is: Predict the reaction yield, written as a fraction of the theoretical maximum amount of product (1.0 means a 100% yield; for example, 0.34 means a 34% yield). (1) The reactants are [F:1][C:2]1[CH:23]=[CH:22][C:5]([CH2:6][NH:7][C:8]([C:10]2[S:18][C:17]3[N:12]([C:13](=[O:21])[NH:14][C:15](=[O:20])[C:16]=3[CH3:19])[CH:11]=2)=[O:9])=[CH:4][CH:3]=1.[Cl:24]C[C:26]1[N:27]=[CH:28][S:29][CH:30]=1.Cl.[CH2:32](OCC)C. No catalyst specified. The product is [ClH:24].[F:1][C:2]1[CH:3]=[CH:4][C:5]([CH2:6][NH:7][C:8]([C:10]2[S:18][C:17]3[N:12]([C:13](=[O:21])[N:14]([CH2:32][C:28]4[S:29][CH:30]=[CH:26][N:27]=4)[C:15](=[O:20])[C:16]=3[CH3:19])[CH:11]=2)=[O:9])=[CH:22][CH:23]=1. The yield is 0.440. (2) The reactants are [CH:1]1([C:7]([CH:9]([C:13]2[CH:18]=[CH:17][CH:16]=[CH:15][CH:14]=2)[CH2:10][CH:11]=O)=[O:8])[CH2:6][CH2:5][CH2:4][CH2:3][CH2:2]1.[N:19]1[CH:24]=[CH:23][CH:22]=[CH:21][C:20]=1[N:25]1[CH2:30][CH2:29][NH:28][CH2:27][CH2:26]1.[Na]. No catalyst specified. The product is [N:19]1[CH:24]=[CH:23][CH:22]=[CH:21][C:20]=1[N:25]1[CH2:26][CH2:27][N:28]([CH2:11][CH2:10][CH:9]([C:7]([CH:1]2[CH2:6][CH2:5][CH2:4][CH2:3][CH2:2]2)=[O:8])[C:13]2[CH:18]=[CH:17][CH:16]=[CH:15][CH:14]=2)[CH2:29][CH2:30]1. The yield is 0.780. (3) The reactants are [NH2:1][C:2]1[C:3]([C:12]([O:14]CC)=O)=[CH:4][C:5]2[O:10][CH2:9][CH2:8][O:7][C:6]=2[CH:11]=1.Cl.[CH:18](N)=[NH:19]. The catalyst is C(N)=O. The product is [N:1]1[C:2]2[C:3](=[CH:4][C:5]3[O:10][CH2:9][CH2:8][O:7][C:6]=3[CH:11]=2)[C:12](=[O:14])[NH:19][CH:18]=1. The yield is 0.840.